Dataset: Forward reaction prediction with 1.9M reactions from USPTO patents (1976-2016). Task: Predict the product of the given reaction. The product is: [C:1]([O:5][C:6]([NH:8][CH2:9][C:10]1[C:11]([C:28]2[CH:29]=[CH:30][C:31]([CH3:34])=[CH:32][CH:33]=2)=[C:12]([CH2:21][CH2:22][C:23]([OH:25])=[O:24])[C:13]([CH3:20])=[N:14][C:15]=1[CH2:16][CH:17]([CH3:19])[CH3:18])=[O:7])([CH3:2])([CH3:3])[CH3:4]. Given the reactants [C:1]([O:5][C:6]([NH:8][CH2:9][C:10]1[C:11]([C:28]2[CH:33]=[CH:32][C:31]([CH3:34])=[CH:30][CH:29]=2)=[C:12]([CH2:21][CH2:22][C:23]([O:25]CC)=[O:24])[C:13]([CH3:20])=[N:14][C:15]=1[CH2:16][CH:17]([CH3:19])[CH3:18])=[O:7])([CH3:4])([CH3:3])[CH3:2].[OH-].[Na+].Cl, predict the reaction product.